From a dataset of Full USPTO retrosynthesis dataset with 1.9M reactions from patents (1976-2016). Predict the reactants needed to synthesize the given product. (1) Given the product [CH3:1][O:2][C:3]1[CH:4]=[C:5]2[C:10](=[CH:11][CH:12]=1)[C:9]([OH:13])=[C:8]([C:17]1[CH:18]=[CH:19][CH:20]=[CH:21][CH:22]=1)[C:7]([CH2:23][CH2:24][CH3:25])=[CH:6]2, predict the reactants needed to synthesize it. The reactants are: [CH3:1][O:2][C:3]1[CH:4]=[C:5]2[C:10](=[CH:11][CH:12]=1)[C:9]([O:13]COC)=[C:8]([C:17]1[CH:22]=[CH:21][CH:20]=[CH:19][CH:18]=1)[C:7]([CH2:23][CH2:24][CH3:25])=[CH:6]2.Cl. (2) Given the product [C:39]1([NH:45][C:46](=[O:47])[O:31][CH2:30][CH:27]2[CH2:26][CH2:25][CH:24]([CH2:23][N:8]([CH2:1][C:2]3[CH:3]=[CH:4][CH:5]=[CH:6][CH:7]=3)[S:9]([NH:12][C:13](=[O:22])[C:14]3[CH:19]=[C:18]([CH3:20])[CH:17]=[C:16]([CH3:21])[CH:15]=3)(=[O:11])=[O:10])[CH2:29][CH2:28]2)[CH:44]=[CH:43][CH:42]=[CH:41][CH:40]=1, predict the reactants needed to synthesize it. The reactants are: [CH2:1]([N:8]([CH2:23][CH:24]1[CH2:29][CH2:28][CH:27]([CH2:30][OH:31])[CH2:26][CH2:25]1)[S:9]([NH:12][C:13](=[O:22])[C:14]1[CH:19]=[C:18]([CH3:20])[CH:17]=[C:16]([CH3:21])[CH:15]=1)(=[O:11])=[O:10])[C:2]1[CH:7]=[CH:6][CH:5]=[CH:4][CH:3]=1.C(N(CC)CC)C.[C:39]1([N:45]=[C:46]=[O:47])[CH:44]=[CH:43][CH:42]=[CH:41][CH:40]=1. (3) Given the product [F:45][C:43]1[CH:42]=[CH:41][C:39]2[N:40]=[C:36]([NH:35][C:12](=[O:14])[C:11]3[CH:15]=[CH:16][CH:17]=[N:18][C:10]=3[NH:9][C:3]3[CH:4]=[CH:5][C:6]([Cl:8])=[CH:7][C:2]=3[Cl:1])[S:37][C:38]=2[CH:44]=1, predict the reactants needed to synthesize it. The reactants are: [Cl:1][C:2]1[CH:7]=[C:6]([Cl:8])[CH:5]=[CH:4][C:3]=1[NH:9][C:10]1[N:18]=[CH:17][CH:16]=[CH:15][C:11]=1[C:12]([OH:14])=O.CN(C=O)C.C(N=C=NCCCN(C)C)C.[NH2:35][C:36]1[S:37][C:38]2[CH:44]=[C:43]([F:45])[CH:42]=[CH:41][C:39]=2[N:40]=1. (4) Given the product [F:1][C:2]1[CH:3]=[C:4]2[C:8](=[CH:9][CH:10]=1)[N:7]([CH3:16])[C:6]([C:11]([O:13][CH2:14][CH3:15])=[O:12])=[CH:5]2, predict the reactants needed to synthesize it. The reactants are: [F:1][C:2]1[CH:3]=[C:4]2[C:8](=[CH:9][CH:10]=1)[NH:7][C:6]([C:11]([O:13][CH2:14][CH3:15])=[O:12])=[CH:5]2.[CH2:16](OC(C1NC2C(C=1)=CC=CC=2)=O)C. (5) Given the product [F:21][C:22]1[CH:23]=[C:24]([CH:36]=[CH:37][CH:38]=1)[CH2:25][N:26]1[C:34]2[C:29](=[CH:30][C:31]([NH:35][C:3]3[C:12]4[C:7](=[CH:8][CH:9]=[CH:10][C:11]=4[CH2:13][N:45]4[CH2:46][CH2:47][C@@H:42]([N:39]=[N+:40]=[N-:41])[C@H:43]([OH:48])[CH2:44]4)[N:6]=[CH:5][N:4]=3)=[CH:32][CH:33]=2)[CH:28]=[N:27]1, predict the reactants needed to synthesize it. The reactants are: [Br-].Cl[C:3]1[C:12]2[C:7](=[CH:8][CH:9]=[CH:10][C:11]=2[CH2:13][N+](CC)(CC)CC)[N:6]=[CH:5][N:4]=1.[F:21][C:22]1[CH:23]=[C:24]([CH:36]=[CH:37][CH:38]=1)[CH2:25][N:26]1[C:34]2[C:29](=[CH:30][C:31]([NH2:35])=[CH:32][CH:33]=2)[CH:28]=[N:27]1.[N:39]([C@@H:42]1[CH2:47][CH2:46][NH:45][CH2:44][C@H:43]1[OH:48])=[N+:40]=[N-:41]. (6) Given the product [NH2:1][C:2]1[CH:3]=[CH:4][C:5]([CH2:8][OH:9])=[N:6][CH:7]=1, predict the reactants needed to synthesize it. The reactants are: [NH2:1][C:2]1[CH:3]=[CH:4][C:5]([C:8](OC)=[O:9])=[N:6][CH:7]=1.[H-].[H-].[H-].[H-].[Li+].[Al+3]. (7) Given the product [Cl:11][C:4]1[N:3]=[C:2]([Cl:1])[N:7]=[C:6]2[N:19]([CH:16]3[CH2:17][CH2:18][O:13][CH2:14][CH2:15]3)[N:20]=[CH:9][C:5]=12, predict the reactants needed to synthesize it. The reactants are: [Cl:1][C:2]1[N:7]=[C:6](Cl)[C:5]([CH:9]=O)=[C:4]([Cl:11])[N:3]=1.Cl.[O:13]1[CH2:18][CH2:17][CH:16]([NH:19][NH2:20])[CH2:15][CH2:14]1.